The task is: Predict the reactants needed to synthesize the given product.. This data is from Full USPTO retrosynthesis dataset with 1.9M reactions from patents (1976-2016). (1) Given the product [CH3:1][O:2][C:3]([C:5]1[S:6][C:7]([CH:11]=[O:12])=[CH:8][C:9]=1[N:10]=[CH:15][N:18]([CH3:20])[CH3:19])=[O:4], predict the reactants needed to synthesize it. The reactants are: [CH3:1][O:2][C:3]([C:5]1[S:6][C:7]([CH:11]=[O:12])=[CH:8][C:9]=1[NH2:10])=[O:4].CO[CH:15]([N:18]([CH3:20])[CH3:19])OC. (2) Given the product [C:20]([O:23][CH2:24][C:25]([NH:8][C:5]1[CH:6]=[N:7][C:2]([Br:1])=[CH:3][C:4]=1[NH:9][CH:10]([CH3:12])[CH3:11])=[O:26])(=[O:22])[CH3:21], predict the reactants needed to synthesize it. The reactants are: [Br:1][C:2]1[N:7]=[CH:6][C:5]([NH2:8])=[C:4]([NH:9][CH:10]([CH3:12])[CH3:11])[CH:3]=1.C(N(CC)CC)C.[C:20]([O:23][CH2:24][C:25](Cl)=[O:26])(=[O:22])[CH3:21]. (3) Given the product [CH2:24]([N:19]1[C:18]([CH3:26])=[C:17]2[C:21]([CH:22]=[CH:23][C:15]([N:12]3[CH:13]=[CH:14][C:9]([OH:8])=[CH:10][C:11]3=[O:27])=[CH:16]2)=[N:20]1)[CH3:25], predict the reactants needed to synthesize it. The reactants are: C([O:8][C:9]1[CH:14]=[CH:13][N:12]([C:15]2[CH:23]=[CH:22][C:21]3[C:17](=[C:18]([CH3:26])[N:19]([CH2:24][CH3:25])[N:20]=3)[CH:16]=2)[C:11](=[O:27])[CH:10]=1)C1C=CC=CC=1. (4) Given the product [O:14]=[C:2]1[CH2:10][CH2:9][CH2:8][C:7]2[NH:6][C:5]([CH:11]=[O:12])=[CH:4][C:3]1=2, predict the reactants needed to synthesize it. The reactants are: Cl[C:2]1[C:3]2[CH:4]=[C:5]([CH:11]=[O:12])[NH:6][C:7]=2[CH2:8][CH2:9][CH:10]=1.S(=O)(=O)(O)[OH:14]. (5) The reactants are: Cl[C:2]1[CH:11]=[C:10]([C:12]([F:15])([F:14])[F:13])[C:5]([C:6]([O:8][CH3:9])=[O:7])=[CH:4][N:3]=1.[F:16][C:17]([F:38])([F:37])[C:18]1[CH:19]=[C:20]([C:28]2([C:33]([F:36])([F:35])[F:34])[CH2:32][CH2:31][NH:30][CH2:29]2)[CH:21]=[C:22]([C:24]([F:27])([F:26])[F:25])[CH:23]=1.C(=O)([O-])[O-].[K+].[K+].O. Given the product [F:26][C:24]([F:25])([F:27])[C:22]1[CH:21]=[C:20]([C:28]2([C:33]([F:36])([F:34])[F:35])[CH2:32][CH2:31][N:30]([C:2]3[CH:11]=[C:10]([C:12]([F:15])([F:14])[F:13])[C:5]([C:6]([O:8][CH3:9])=[O:7])=[CH:4][N:3]=3)[CH2:29]2)[CH:19]=[C:18]([C:17]([F:16])([F:37])[F:38])[CH:23]=1, predict the reactants needed to synthesize it. (6) Given the product [CH3:32][C:19]1[C:20]([C:2]2[CH:11]=[C:10]3[C:5]([CH:6]=[C:7]([CH2:12][CH2:13][N:51]4[CH2:52][CH2:53][CH2:54][C@H:50]4[CH3:49])[N:8]=[N:9]3)=[CH:4][CH:3]=2)=[CH:21][CH:22]=[C:17]([CH3:16])[N:18]=1, predict the reactants needed to synthesize it. The reactants are: Br[C:2]1[CH:11]=[C:10]2[C:5]([C:6](Cl)=[C:7]([CH2:12][CH2:13]Cl)[N:8]=[N:9]2)=[CH:4][CH:3]=1.[CH3:16][C:17]1[C:22](B2OC(C)(C)C(C)(C)O2)=[CH:21][CH:20]=[C:19]([CH3:32])[N:18]=1.C([O-])([O-])=O.[Na+].[Na+].C([C@@H]([C@H](C(O)=O)O)O)(O)=O.[CH3:49][C@@H:50]1[CH2:54][CH2:53][CH2:52][NH:51]1.[OH-].[Na+].[Cl-].[Na+].O. (7) Given the product [NH2:44][C:2]1[N:3]([C:22]2[C:27]3[C:26](=[CH:31][CH:30]=[C:29]([O:53][CH3:52])[CH:28]=3)[C:25]([CH3:32])=[CH:24][CH:23]=2)[C:4]([SH:7])=[N:5][N:6]=1, predict the reactants needed to synthesize it. The reactants are: Br[C:2]1[N:3]([C:22]2[C:31]3[C:26](=[CH:27][CH:28]=[CH:29][CH:30]=3)[C:25]([CH:32]3CC3)=[CH:24][CH:23]=2)[C:4]([S:7]CC(NC2C=CC(C(O)=O)=CC=2Cl)=O)=[N:5][N:6]=1.Cl.NNC(N)=N.C([N:44](C(C)C)CC)(C)C.CN(C)[CH:52]=[O:53].